From a dataset of HIV replication inhibition screening data with 41,000+ compounds from the AIDS Antiviral Screen. Binary Classification. Given a drug SMILES string, predict its activity (active/inactive) in a high-throughput screening assay against a specified biological target. The compound is CC1=NN(C(=O)c2ccccc2O)C(=O)C1=Cc1cccc([N+](=O)[O-])c1. The result is 0 (inactive).